From a dataset of Full USPTO retrosynthesis dataset with 1.9M reactions from patents (1976-2016). Predict the reactants needed to synthesize the given product. (1) Given the product [CH3:15][O:16][C:17](=[O:23])[CH:18]([C:12]([C:7]1[CH:6]=[CH:5][C:4]2[C:9](=[CH:10][CH:11]=[C:2]([Br:1])[CH:3]=2)[CH:8]=1)=[O:13])/[C:19](=[N:21]/[CH3:22])/[CH3:20], predict the reactants needed to synthesize it. The reactants are: [Br:1][C:2]1[CH:3]=[C:4]2[C:9](=[CH:10][CH:11]=1)[CH:8]=[C:7]([C:12](Cl)=[O:13])[CH:6]=[CH:5]2.[CH3:15][O:16][C:17](=[O:23])[CH:18]=[C:19]([NH:21][CH3:22])[CH3:20]. (2) Given the product [S:11]1[C:20]2[C:15](=[CH:16][CH:17]=[CH:18][CH:19]=2)[CH:14]([NH2:10])[CH2:13][CH2:12]1, predict the reactants needed to synthesize it. The reactants are: O1C2CCCC([NH2:10])C=2C=C1.[S:11]1[C:20]2[C:15](=[CH:16][CH:17]=[CH:18][CH:19]=2)[C:14](=O)[CH2:13][CH2:12]1. (3) Given the product [C:1]([C:3]1[C:4]([CH3:16])=[CH:5][C:6]([CH:13]([CH3:14])[CH3:15])=[C:7]([CH:12]=1)[C:8]([O:10][CH3:11])=[O:9])(=[S:18])[NH2:2], predict the reactants needed to synthesize it. The reactants are: [C:1]([C:3]1[C:4]([CH3:16])=[CH:5][C:6]([CH:13]([CH3:15])[CH3:14])=[C:7]([CH:12]=1)[C:8]([O:10][CH3:11])=[O:9])#[N:2].P(OCC)(OCC)([S-])=[S:18]. (4) The reactants are: C(OC([N:8]1[CH2:14][CH2:13][C:12]2[C:15]([C:25]3[CH:30]=[CH:29][C:28]([Cl:31])=[CH:27][CH:26]=3)=[CH:16][N:17]([CH2:18][C:19]3[CH:24]=[CH:23][CH:22]=[CH:21][CH:20]=3)[C:11]=2[CH2:10][CH2:9]1)=O)(C)(C)C.ClC1C=CC(C=C[N+]([O-])=O)=CC=1. Given the product [CH2:18]([N:17]1[C:11]2[CH2:10][CH2:9][NH:8][CH2:14][CH2:13][C:12]=2[C:15]([C:25]2[CH:26]=[CH:27][C:28]([Cl:31])=[CH:29][CH:30]=2)=[CH:16]1)[C:19]1[CH:20]=[CH:21][CH:22]=[CH:23][CH:24]=1, predict the reactants needed to synthesize it.